This data is from Reaction yield outcomes from USPTO patents with 853,638 reactions. The task is: Predict the reaction yield, written as a fraction of the theoretical maximum amount of product (1.0 means a 100% yield; for example, 0.34 means a 34% yield). The reactants are F[C:2]1[CH:7]=[CH:6][C:5]([N+:8]([O-:10])=[O:9])=[CH:4][C:3]=1[CH2:11][C:12]([OH:14])=O.[NH2:15][CH2:16][CH:17]1[CH2:19][CH2:18]1. The catalyst is CS(C)=O. The product is [CH:17]1([CH2:16][N:15]2[C:2]3[C:3](=[CH:4][C:5]([N+:8]([O-:10])=[O:9])=[CH:6][CH:7]=3)[CH2:11][C:12]2=[O:14])[CH2:19][CH2:18]1. The yield is 0.940.